This data is from Full USPTO retrosynthesis dataset with 1.9M reactions from patents (1976-2016). The task is: Predict the reactants needed to synthesize the given product. (1) The reactants are: [F:1][C:2]1[CH:7]=[CH:6][CH:5]=[C:4]([F:8])[C:3]=1[C:9]1[CH:10]=[C:11]2[C:15](=[CH:16][CH:17]=1)[N:14](C1CCCCO1)[N:13]=[C:12]2[C:24]1[N:29]=[C:28]([O:30][C@H:31]2[CH2:38][N:37](C(OC(C)(C)C)=O)[CH2:36][CH2:35][C:32]32[CH2:34][CH2:33]3)[CH:27]=[N:26][CH:25]=1.[C:46]([OH:52])([C:48]([F:51])([F:50])[F:49])=[O:47]. Given the product [CH2:34]1[C:32]2([CH2:35][CH2:36][NH:37][CH2:38][C@@H:31]2[O:30][C:28]2[N:29]=[C:24]([C:12]3[C:11]4[C:15](=[CH:16][CH:17]=[C:9]([C:3]5[C:4]([F:8])=[CH:5][CH:6]=[CH:7][C:2]=5[F:1])[CH:10]=4)[NH:14][N:13]=3)[CH:25]=[N:26][CH:27]=2)[CH2:33]1.[C:46]([OH:52])([C:48]([F:51])([F:50])[F:49])=[O:47], predict the reactants needed to synthesize it. (2) Given the product [OH:33][CH2:32][CH:31]([C:29]1[N:30]=[C:25]([NH:1][C:2]2[S:6][C:5]([C:7]3[CH:8]=[N:9][C:10]([N:13]4[CH2:18][CH2:17][O:16][CH2:15][CH2:14]4)=[CH:11][CH:12]=3)=[N:4][C:3]=2[C:19]([O:21][CH2:22][CH3:23])=[O:20])[CH:26]=[CH:27][CH:28]=1)[N:34]1[CH2:39][CH2:38][O:37][CH2:36][CH2:35]1, predict the reactants needed to synthesize it. The reactants are: [NH2:1][C:2]1[S:6][C:5]([C:7]2[CH:8]=[N:9][C:10]([N:13]3[CH2:18][CH2:17][O:16][CH2:15][CH2:14]3)=[CH:11][CH:12]=2)=[N:4][C:3]=1[C:19]([O:21][CH2:22][CH3:23])=[O:20].Br[C:25]1[N:30]=[C:29]([CH:31]([N:34]2[CH2:39][CH2:38][O:37][CH2:36][CH2:35]2)[CH2:32][OH:33])[CH:28]=[CH:27][CH:26]=1.CC(C1C=C(C(C)C)C(C2C=CC=CC=2P(C2CCCCC2)C2CCCCC2)=C(C(C)C)C=1)C.C(=O)([O-])[O-].[K+].[K+].C(O)(CC)(C)C. (3) Given the product [CH2:4]([O:11][C:12]1[CH:13]=[C:14]([C:19]2[CH2:22][C:23]([CH2:31][C:32]([O:34][C:35]([CH3:36])([CH3:38])[CH3:37])=[O:33])([C:24]([O:26][C:27]([CH3:30])([CH3:28])[CH3:29])=[O:25])[O:21][N:20]=2)[CH:15]=[C:16]([Br:18])[CH:17]=1)[C:5]1[CH:6]=[CH:7][CH:8]=[CH:9][CH:10]=1, predict the reactants needed to synthesize it. The reactants are: Cl[O-].[Na+].[CH2:4]([O:11][C:12]1[CH:13]=[C:14](/[CH:19]=[N:20]/[OH:21])[CH:15]=[C:16]([Br:18])[CH:17]=1)[C:5]1[CH:10]=[CH:9][CH:8]=[CH:7][CH:6]=1.[CH2:22]=[C:23]([CH2:31][C:32]([O:34][C:35]([CH3:38])([CH3:37])[CH3:36])=[O:33])[C:24]([O:26][C:27]([CH3:30])([CH3:29])[CH3:28])=[O:25]. (4) The reactants are: CN(C)S([N:6]1[C:10]([CH2:11][CH2:12][CH2:13][Cl:14])=[C:9]([Br:15])[C:8]([CH3:16])=[N:7]1)(=O)=O.Cl. Given the product [Br:15][C:9]1[C:8]([CH3:16])=[N:7][NH:6][C:10]=1[CH2:11][CH2:12][CH2:13][Cl:14], predict the reactants needed to synthesize it. (5) Given the product [CH3:1][O:2][C:3](=[O:13])[C:4]1[CH:9]=[C:8]([CH:10]=[O:11])[CH:7]=[C:6]([Br:14])[C:5]=1[OH:12], predict the reactants needed to synthesize it. The reactants are: [CH3:1][O:2][C:3](=[O:13])[C:4]1[CH:9]=[C:8]([CH:10]=[O:11])[CH:7]=[CH:6][C:5]=1[OH:12].[Br:14]Br.C([O-])(=O)C.[Na+]. (6) Given the product [CH3:5][C:6]1[CH:7]=[C:8]([CH:12]=[CH:13][C:14]=1[CH3:15])[C:9]([O:11][CH3:16])=[O:10], predict the reactants needed to synthesize it. The reactants are: S(Cl)(Cl)=O.[CH3:5][C:6]1[CH:7]=[C:8]([CH:12]=[CH:13][C:14]=1[CH3:15])[C:9]([OH:11])=[O:10].[CH3:16]N(C)C=O. (7) Given the product [C:43]([CH2:42][NH:41][C:40]([C:9]1[CH:10]=[C:11]([C:12]2[CH:21]=[CH:20][C:19]3[C:14](=[CH:15][CH:16]=[C:17]([C:22]4[N:26]([CH:27]5[CH2:28][CH2:29][CH2:30][CH2:31][CH2:32]5)[C:25]5[CH:33]=[CH:34][C:35]([C:37]([OH:39])=[O:38])=[CH:36][C:24]=5[N:23]=4)[CH:18]=3)[N:13]=2)[C:6]([C:5]2[CH:48]=[CH:49][C:2]([Cl:1])=[CH:3][CH:4]=2)=[CH:7][CH:8]=1)=[O:47])(=[O:53])[NH2:44], predict the reactants needed to synthesize it. The reactants are: [Cl:1][C:2]1[CH:49]=[CH:48][C:5]([C:6]2[C:11]([C:12]3[CH:21]=[CH:20][C:19]4[C:14](=[CH:15][CH:16]=[C:17]([C:22]5[N:26]([CH:27]6[CH2:32][CH2:31][CH2:30][CH2:29][CH2:28]6)[C:25]6[CH:33]=[CH:34][C:35]([C:37]([OH:39])=[O:38])=[CH:36][C:24]=6[N:23]=5)[CH:18]=4)[N:13]=3)=[CH:10][C:9]([C:40](=[O:47])[NH:41][CH2:42][CH2:43][N:44](C)C)=[CH:8][CH:7]=2)=[CH:4][CH:3]=1.NCC(N)=[O:53]. (8) Given the product [CH:1]1([N:5]2[CH2:6][CH2:7][CH:8]([O:11][C:19]3[CH:28]=[CH:27][C:26]4[CH:25]5[CH2:29][CH2:30][CH2:31][C:32](=[O:33])[N:24]5[CH2:23][CH2:22][C:21]=4[N:20]=3)[CH2:9][CH2:10]2)[CH2:4][CH2:3][CH2:2]1, predict the reactants needed to synthesize it. The reactants are: [CH:1]1([N:5]2[CH2:10][CH2:9][CH:8]([OH:11])[CH2:7][CH2:6]2)[CH2:4][CH2:3][CH2:2]1.CC([O-])(C)C.[K+].Cl[C:19]1[CH:28]=[CH:27][C:26]2[CH:25]3[CH2:29][CH2:30][CH2:31][C:32](=[O:33])[N:24]3[CH2:23][CH2:22][C:21]=2[N:20]=1. (9) Given the product [CH2:1]([O:3][C:4]([C:6]1[C:7]([OH:21])=[C:8]2[C:14]([C:15]3[CH:16]=[CH:17][CH:18]=[CH:19][CH:20]=3)=[N:13][S:12][C:9]2=[C:10]([Br:22])[N:11]=1)=[O:5])[CH3:2], predict the reactants needed to synthesize it. The reactants are: [CH2:1]([O:3][C:4]([C:6]1[C:7]([OH:21])=[C:8]2[C:14]([C:15]3[CH:20]=[CH:19][CH:18]=[CH:17][CH:16]=3)=[N:13][S:12][C:9]2=[CH:10][N:11]=1)=[O:5])[CH3:2].[Br:22]N1C(=O)CCC1=O.